From a dataset of Reaction yield outcomes from USPTO patents with 853,638 reactions. Predict the reaction yield, written as a fraction of the theoretical maximum amount of product (1.0 means a 100% yield; for example, 0.34 means a 34% yield). (1) The reactants are [CH3:1][O:2][C:3](=[O:18])[CH:4]([C:6]1[CH:11]=[CH:10][C:9]([N+:12]([O-])=O)=[CH:8][C:7]=1[N+:15]([O-])=O)[CH3:5].O1CCCC1.[BH4-].[Na+].[Cl-].[Cl-].[Cl-].[Al+3]. The catalyst is O. The product is [CH3:1][O:2][C:3](=[O:18])[CH:4]([C:6]1[CH:11]=[CH:10][C:9]([NH2:12])=[CH:8][C:7]=1[NH2:15])[CH3:5]. The yield is 0.860. (2) The reactants are [Br:1][C:2]1[CH:10]=[CH:9][C:5]([C:6](O)=[O:7])=[C:4]([F:11])[C:3]=1F.CN(C(ON1N=NC2C=CC=CC1=2)=[N+](C)C)C.[F:30][P-](F)(F)(F)(F)F.[NH2:37][CH:38]1[CH2:43][CH2:42][N:41]([CH3:44])[CH2:40][CH2:39]1.CCN(C(C)C)C(C)C.[OH-].[Na+]. The catalyst is CN(C=O)C. The product is [Br:1][C:2]1[CH:3]=[C:4]([F:11])[C:5]([C:6]([NH:37][CH:38]2[CH2:43][CH2:42][N:41]([CH3:44])[CH2:40][CH2:39]2)=[O:7])=[C:9]([F:30])[CH:10]=1. The yield is 0.450. (3) The reactants are [F:1][C:2]1[CH:3]=[C:4]([C:8]2[CH:9]=[C:10]([NH2:13])[NH:11][N:12]=2)[CH:5]=[CH:6][CH:7]=1.C([O:16][C:17](=O)[CH2:18][C:19]([C:21]([F:24])([F:23])[F:22])=[O:20])C. The catalyst is C(O)(=O)C. The product is [F:1][C:2]1[CH:3]=[C:4]([C:8]2[C:9]3[C:19]([OH:20])([C:21]([F:24])([F:23])[F:22])[CH2:18][C:17](=[O:16])[NH:13][C:10]=3[NH:11][N:12]=2)[CH:5]=[CH:6][CH:7]=1. The yield is 0.620. (4) The reactants are C(OC([N:8]1[CH2:12][CH2:11][C@H:10]([O:13][CH3:14])[C@H:9]1[C:15](=[O:17])[NH2:16])=O)(C)(C)C.CO.[ClH:20]. No catalyst specified. The product is [ClH:20].[CH3:14][O:13][C@H:10]1[CH2:11][CH2:12][NH:8][C@@H:9]1[C:15]([NH2:16])=[O:17]. The yield is 0.380. (5) The reactants are [NH:1]1[CH:5]=[CH:4][N:3]=[C:2]1[CH2:6][C:7]([C:9]1[CH:14]=[CH:13][C:12]([C:15]#[N:16])=[CH:11][CH:10]=1)=[O:8].CO[CH:19](OC)[N:20]([CH3:22])[CH3:21]. No catalyst specified. The product is [CH3:19][N:20]([CH3:22])/[CH:21]=[C:6](\[C:2]1[NH:1][CH:5]=[CH:4][N:3]=1)/[C:7]([C:9]1[CH:14]=[CH:13][C:12]([C:15]#[N:16])=[CH:11][CH:10]=1)=[O:8]. The yield is 1.00.